From a dataset of Forward reaction prediction with 1.9M reactions from USPTO patents (1976-2016). Predict the product of the given reaction. (1) Given the reactants Cl[C:2]1[CH:7]=[C:6]([Cl:8])[N:5]=[CH:4][N:3]=1.[N:9]1[C:18]2[CH:17]=[CH:16][CH:15]=[C:14](B(O)O)[C:13]=2[CH:12]=[CH:11][CH:10]=1, predict the reaction product. The product is: [Cl:8][C:6]1[CH:7]=[C:2]([C:14]2[CH:15]=[CH:16][CH:17]=[C:18]3[C:13]=2[CH:12]=[CH:11][CH:10]=[N:9]3)[N:3]=[CH:4][N:5]=1. (2) Given the reactants [CH3:1][O:2][C:3](=[O:12])[C:4]1[CH:9]=[C:8]([CH3:10])[CH:7]=[CH:6][C:5]=1I.C([Sn](CCCC)(CCCC)[C:18]1[O:19][CH:20]=[CH:21][N:22]=1)CCC, predict the reaction product. The product is: [CH3:10][C:8]1[CH:7]=[CH:6][C:5]([C:18]2[O:19][CH:20]=[CH:21][N:22]=2)=[C:4]([CH:9]=1)[C:3]([O:2][CH3:1])=[O:12]. (3) Given the reactants Br[C:2]1[CH:3]=[C:4]2[C:9](=[CH:10][CH:11]=1)[N:8]=[CH:7][C:6]([C:12]([CH:14]1[CH2:16][CH2:15]1)=[O:13])=[C:5]2[NH:17][C@H:18]1[CH2:23][CH2:22][C@H:21]([CH2:24][N:25]2[CH2:29][CH2:28][C@@H:27]([F:30])[CH2:26]2)[CH2:20][CH2:19]1.[Cl:31][C:32]1[CH:37]=[C:36](B2OC(C)(C)C(C)(C)O2)[CH:35]=[C:34]([F:47])[C:33]=1[OH:48], predict the reaction product. The product is: [Cl:31][C:32]1[CH:37]=[C:36]([C:2]2[CH:3]=[C:4]3[C:9](=[CH:10][CH:11]=2)[N:8]=[CH:7][C:6]([C:12]([CH:14]2[CH2:15][CH2:16]2)=[O:13])=[C:5]3[NH:17][C@H:18]2[CH2:23][CH2:22][C@H:21]([CH2:24][N:25]3[CH2:29][CH2:28][C@@H:27]([F:30])[CH2:26]3)[CH2:20][CH2:19]2)[CH:35]=[C:34]([F:47])[C:33]=1[OH:48].